From a dataset of Full USPTO retrosynthesis dataset with 1.9M reactions from patents (1976-2016). Predict the reactants needed to synthesize the given product. Given the product [CH2:1]([C:3]1[N:4]2[CH2:9][CH2:10][NH:11][CH:23]([CH2:22][CH2:21][C:18]3[CH:17]=[CH:16][C:15]([O:14][C:13]([F:12])([F:25])[F:26])=[CH:20][CH:19]=3)[C:5]2=[C:6]([I:8])[N:7]=1)[CH3:2], predict the reactants needed to synthesize it. The reactants are: [CH2:1]([C:3]1[N:4]([CH2:9][CH2:10][NH2:11])[CH:5]=[C:6]([I:8])[N:7]=1)[CH3:2].[F:12][C:13]([F:26])([F:25])[O:14][C:15]1[CH:20]=[CH:19][C:18]([CH2:21][CH2:22][CH:23]=O)=[CH:17][CH:16]=1.